From a dataset of Catalyst prediction with 721,799 reactions and 888 catalyst types from USPTO. Predict which catalyst facilitates the given reaction. (1) Reactant: [CH2:1]([C:3]1[S:7][C:6]([CH2:8][CH2:9][OH:10])=[CH:5][CH:4]=1)[CH3:2].CO[CH:13](OC)[CH2:14][NH2:15].C(S(O)(=O)=O)(F)(F)F.C([O-])([O-])=O.[Na+].[Na+]. Product: [CH2:1]([C:3]1[S:7][C:6]2[CH2:8][CH2:9][O:10][CH:13]([CH2:14][NH2:15])[C:5]=2[CH:4]=1)[CH3:2]. The catalyst class is: 6. (2) Reactant: [Cl:1][C:2]1[CH:7]=[CH:6][C:5]([C:8]2([OH:35])[CH2:13][CH2:12][N:11]([CH2:14][CH2:15][CH:16]=[C:17]3[C:23]4[CH:24]=[CH:25][CH:26]=[N:27][C:22]=4[CH2:21][O:20][C:19]4[CH:28]=[CH:29][C:30]([OH:32])=[CH:31][C:18]3=4)[CH2:10][C:9]2([CH3:34])[CH3:33])=[CH:4][CH:3]=1.[H-].[Na+].Br[CH2:39][C:40]([O:42][CH3:43])=[O:41]. Product: [CH3:43][O:42][C:40](=[O:41])[CH2:39][O:32][C:30]1[CH:29]=[CH:28][C:19]2[O:20][CH2:21][C:22]3[N:27]=[CH:26][CH:25]=[CH:24][C:23]=3[C:17](=[CH:16][CH2:15][CH2:14][N:11]3[CH2:12][CH2:13][C:8]([C:5]4[CH:6]=[CH:7][C:2]([Cl:1])=[CH:3][CH:4]=4)([OH:35])[C:9]([CH3:33])([CH3:34])[CH2:10]3)[C:18]=2[CH:31]=1. The catalyst class is: 9. (3) Product: [F:1][C:2]1[C:9]([F:10])=[C:8]([C:30]2[CH:29]=[CH:28][C:27]([NH:26][C:24]([O:23][C:19]([CH3:22])([CH3:21])[CH3:20])=[O:25])=[CH:32][CH:31]=2)[CH:7]=[CH:6][C:3]=1[C:4]#[N:5]. Reactant: [F:1][C:2]1[C:9]([F:10])=[C:8](OS(C(F)(F)F)(=O)=O)[CH:7]=[CH:6][C:3]=1[C:4]#[N:5].[C:19]([O:23][C:24]([NH:26][C:27]1[CH:32]=[CH:31][C:30](B(O)O)=[CH:29][CH:28]=1)=[O:25])([CH3:22])([CH3:21])[CH3:20].C(=O)([O-])[O-].[Na+].[Na+]. The catalyst class is: 70.